From a dataset of Forward reaction prediction with 1.9M reactions from USPTO patents (1976-2016). Predict the product of the given reaction. (1) The product is: [OH:19][C:17]1[CH:18]=[C:9]([C:39]2[N:43]([CH2:44][CH2:45][O:46][CH3:47])[N:42]=[CH:41][CH:40]=2)[CH:10]=[C:11]2[C:16]=1[N:15]=[CH:14][NH:13][C:12]2=[O:36]. Given the reactants CC1(C)C(C)(C)OB([C:9]2[CH:10]=[C:11]3[C:16](=[C:17]([O:19]COCC[Si](C)(C)C)[CH:18]=2)[N:15]=[CH:14][N:13](COCC[Si](C)(C)C)[C:12]3=[O:36])O1.I[C:39]1[N:43]([CH2:44][CH2:45][O:46][CH3:47])[N:42]=[CH:41][CH:40]=1.FC1C=C(I)C=C(F)C=1F.C(=O)([O-])[O-].[K+].[K+], predict the reaction product. (2) Given the reactants C([O:3][C:4](=O)[CH2:5][CH2:6][CH2:7][CH2:8][CH2:9][CH2:10][S:11]([C:13]1[CH:18]=[CH:17][C:16]([Cl:19])=[CH:15][CH:14]=1)=[O:12])C.[NH2:21][OH:22].[OH-].[K+].CO, predict the reaction product. The product is: [OH:22][NH:21][C:4](=[O:3])[CH2:5][CH2:6][CH2:7][CH2:8][CH2:9][CH2:10][S:11]([C:13]1[CH:18]=[CH:17][C:16]([Cl:19])=[CH:15][CH:14]=1)=[O:12]. (3) The product is: [CH3:1][C:2]1[N:3]([CH2:18][C:19]2[O:20][C:21]([C:24]([F:27])([F:26])[F:25])=[CH:22][CH:23]=2)[C:4]2[C:9]([CH:10]=1)=[C:8]([C:11]([F:12])([F:14])[F:13])[C:7]([C:15]#[N:16])=[CH:6][CH:5]=2. Given the reactants [CH3:1][C:2]1[NH:3][C:4]2[C:9]([CH:10]=1)=[C:8]([C:11]([F:14])([F:13])[F:12])[C:7]([C:15]#[N:16])=[CH:6][CH:5]=2.Br[CH2:18][C:19]1[O:20][C:21]([C:24]([F:27])([F:26])[F:25])=[CH:22][CH:23]=1, predict the reaction product. (4) The product is: [N:1]1[CH:6]=[CH:5][CH:4]=[CH:3][C:2]=1[C:7]1[CH:8]=[C:9]([NH2:10])[NH:13][N:12]=1. Given the reactants [N:1]1[CH:6]=[CH:5][CH:4]=[CH:3][C:2]=1[C:7](=O)[CH2:8][C:9]#[N:10].[NH2:12][NH2:13], predict the reaction product. (5) Given the reactants C[O:2]C1C(OC)=CC2N(C)C(=O)CN=C(C3C=C(C=CC=3)C#N)C=2C=1.[CH3:26][O:27][C:28]1[C:29]([O:50][CH3:51])=[CH:30][C:31]2[N:37]3[CH:38]=[CH:39][N:40]=[C:36]3[CH2:35][N:34]=[C:33]([C:41]3[CH:42]=[C:43]([CH:46]=[CH:47][CH:48]=3)[C:44]#[N:45])[C:32]=2[CH:49]=1, predict the reaction product. The product is: [CH3:26][O:27][C:28]1[C:29]([O:50][CH3:51])=[CH:30][C:31]2[N:37]3[CH:38]=[CH:39][N:40]=[C:36]3[CH2:35][N:34]=[C:33]([C:41]3[CH:42]=[C:43]([CH:46]=[CH:47][CH:48]=3)[C:44]([NH2:45])=[O:2])[C:32]=2[CH:49]=1.